This data is from Reaction yield outcomes from USPTO patents with 853,638 reactions. The task is: Predict the reaction yield, written as a fraction of the theoretical maximum amount of product (1.0 means a 100% yield; for example, 0.34 means a 34% yield). (1) The reactants are [Cl:1][CH2:2][C:3](Cl)=[O:4].[Cl-].[CH3:7][S:8]([O:11][C:12]1[CH:17]=[CH:16][CH:15]=[CH:14][C:13]=1[CH:18]1[O:22][N:21]=[C:20]([C:23]2[N:24]=[C:25]([CH:28]3[CH2:33][CH2:32][NH2+:31][CH2:30][CH2:29]3)[S:26][CH:27]=2)[CH2:19]1)(=[O:10])=[O:9].C(N(CC)CC)C.O. The catalyst is ClCCl. The product is [CH3:7][S:8]([O:11][C:12]1[CH:17]=[CH:16][CH:15]=[CH:14][C:13]=1[CH:18]1[O:22][N:21]=[C:20]([C:23]2[N:24]=[C:25]([CH:28]3[CH2:33][CH2:32][N:31]([C:3](=[O:4])[CH2:2][Cl:1])[CH2:30][CH2:29]3)[S:26][CH:27]=2)[CH2:19]1)(=[O:9])=[O:10]. The yield is 0.600. (2) The reactants are [OH:1][C:2]1[C:11]2[C:6](=[CH:7][CH:8]=[CH:9][CH:10]=2)[N:5]=[CH:4][C:3]=1[C:12]([OH:14])=O.CN(C(ON1N=NC2C=CC=CC1=2)=[N+](C)C)C.F[P-](F)(F)(F)(F)F.CCN(C(C)C)C(C)C.[CH3:48][C:49]1[CH:54]=[CH:53][C:52]([N+:55]([O-])=O)=[CH:51][C:50]=1[NH2:58].O.O.Cl[Sn]Cl.C([O-])(O)=O.[Na+]. The catalyst is C1COCC1. The product is [NH2:55][C:52]1[CH:53]=[CH:54][C:49]([CH3:48])=[C:50]([NH:58][C:12]([C:3]2[C:2](=[O:1])[C:11]3[C:6](=[CH:7][CH:8]=[CH:9][CH:10]=3)[NH:5][CH:4]=2)=[O:14])[CH:51]=1. The yield is 0.0800. (3) The reactants are [F:1][C:2]1[CH:3]=[C:4]2[C:8](=[CH:9][CH:10]=1)[N:7]([NH:11][C:12]([C:14]1[CH:15]=[N:16][C:17]([C:20]3[CH:25]=[CH:24][CH:23]=[C:22]([F:26])[CH:21]=3)=[N:18][CH:19]=1)=[O:13])[CH:6]=[CH:5]2.[Cl:27][S:28](O)(=[O:30])=[O:29]. The yield is 0.950. The catalyst is CC#N. The product is [F:1][C:2]1[CH:3]=[C:4]2[C:8](=[CH:9][CH:10]=1)[N:7]([NH:11][C:12]([C:14]1[CH:15]=[N:16][C:17]([C:20]3[CH:25]=[CH:24][CH:23]=[C:22]([F:26])[CH:21]=3)=[N:18][CH:19]=1)=[O:13])[CH:6]=[C:5]2[S:28]([Cl:27])(=[O:30])=[O:29]. (4) The reactants are [C:1]([C:5]1[C:10]([N+:11]([O-:13])=[O:12])=[CH:9][C:8]([NH:14][C:15]#[C:16][Si](C)(C)C)=[CH:7][CH:6]=1)([CH3:4])([CH3:3])[CH3:2]. The catalyst is CN(C=O)C.[Cu]I. The product is [C:1]([C:5]1[CH:6]=[C:7]2[C:8](=[CH:9][C:10]=1[N+:11]([O-:13])=[O:12])[NH:14][CH:15]=[CH:16]2)([CH3:4])([CH3:3])[CH3:2]. The yield is 0.690. (5) The reactants are C[C:2]1[C:6](C(O)=O)=[C:5](C)[NH:4][C:3]=1/[CH:11]=[C:12]1\[C:13](=[O:22])[NH:14][C:15]2[C:20]\1=[CH:19][C:18]([F:21])=[CH:17][CH:16]=2.F[P-](F)(F)(F)(F)F.N1(O[P+](N(C)C)(N(C)C)N(C)C)C2C=CC=CC=2N=N1.C(N(CC)CC)C.[N:57]1([CH:63]2[CH2:68][CH2:67]N[CH2:65][CH2:64]2)[CH2:62][CH2:61][O:60][CH2:59][CH2:58]1.[Li+].[Cl-].[CH3:71][N:72]([CH:74]=[O:75])[CH3:73]. The catalyst is C(Cl)(Cl)Cl.C(O)(C)C. The product is [CH3:65][CH:64]1[CH:63]([N:57]2[CH2:62][CH2:61][O:60][CH2:59][CH2:58]2)[CH:68]([CH3:67])[CH2:73][N:72]([C:74](/[C:11](/[C:3]2[NH:4][CH:5]=[CH:6][CH:2]=2)=[C:12]2\[C:13](=[O:22])[NH:14][C:15]3[C:20]\2=[CH:19][C:18]([F:21])=[CH:17][CH:16]=3)=[O:75])[CH2:71]1. The yield is 0.850. (6) The reactants are [CH2:1]([O:8][C:9]([NH:11][C@H:12]([C:21]([O:23][C:24]([CH3:27])([CH3:26])[CH3:25])=[O:22])[CH2:13][C:14]1[CH:15]=[N:16][C:17](Br)=[CH:18][CH:19]=1)=[O:10])[C:2]1[CH:7]=[CH:6][CH:5]=[CH:4][CH:3]=1.[CH3:28][O:29][C:30]1[CH:49]=[CH:48][C:33]([CH2:34][N:35]2[C:44]3[N:43]=[C:42]([CH2:45][CH2:46][OH:47])[CH:41]=[CH:40][C:39]=3[CH2:38][CH2:37][CH2:36]2)=[CH:32][CH:31]=1.C(=O)([O-])[O-].[Cs+].[Cs+].C(P(C(C)(C)C)C1C=CC2C(=CC=CC=2)C=1C1C2C(=CC=CC=2)C=CC=1)(C)(C)C. The catalyst is C1(C)C=CC=CC=1.C([O-])(=O)C.[Pd+2].C([O-])(=O)C. The product is [CH2:1]([O:8][C:9]([NH:11][C@H:12]([C:21]([O:23][C:24]([CH3:27])([CH3:26])[CH3:25])=[O:22])[CH2:13][C:14]1[CH:15]=[N:16][C:17]([O:47][CH2:46][CH2:45][C:42]2[CH:41]=[CH:40][C:39]3[CH2:38][CH2:37][CH2:36][N:35]([CH2:34][C:33]4[CH:32]=[CH:31][C:30]([O:29][CH3:28])=[CH:49][CH:48]=4)[C:44]=3[N:43]=2)=[CH:18][CH:19]=1)=[O:10])[C:2]1[CH:7]=[CH:6][CH:5]=[CH:4][CH:3]=1. The yield is 0.170. (7) The product is [Br:12][C:13]1[CH:20]=[CH:19][CH:18]=[CH:17][C:14]=1[CH:15]1[C:2]([C:1]([O:7][C:8]([CH3:11])([CH3:10])[CH3:9])=[O:6])=[C:3]([CH3:5])[NH:21][C:3]([CH3:5])=[C:2]1[C:1]([O:7][C:8]([CH3:11])([CH3:10])[CH3:9])=[O:22]. The yield is 0.280. The catalyst is CCO. The reactants are [C:1]([O:7][C:8]([CH3:11])([CH3:10])[CH3:9])(=[O:6])[CH2:2][C:3]([CH3:5])=O.[Br:12][C:13]1[CH:20]=[CH:19][CH:18]=[CH:17][C:14]=1[CH:15]=O.[NH4+:21].[OH-:22].